From a dataset of Catalyst prediction with 721,799 reactions and 888 catalyst types from USPTO. Predict which catalyst facilitates the given reaction. (1) Reactant: C(O[C:6]([C:8]1[N:9]=[C:10]([C:28]#[N:29])[C:11]2[C:16]([C:17]=1[OH:18])=[CH:15][C:14]([O:19][C:20]1[C:25]([CH3:26])=[CH:24][CH:23]=[CH:22][C:21]=1[CH3:27])=[CH:13][CH:12]=2)=[O:7])CCC.[NH2:30][CH2:31][CH2:32][CH2:33][CH2:34][C:35]([OH:37])=[O:36].C[O-].[Na+]. Product: [C:28]([C:10]1[C:11]2[C:16](=[CH:15][C:14]([O:19][C:20]3[C:21]([CH3:27])=[CH:22][CH:23]=[CH:24][C:25]=3[CH3:26])=[CH:13][CH:12]=2)[C:17]([OH:18])=[C:8]([C:6]([NH:30][CH2:31][CH2:32][CH2:33][CH2:34][C:35]([OH:37])=[O:36])=[O:7])[N:9]=1)#[N:29]. The catalyst class is: 141. (2) Reactant: [Cl:1][C:2]1[CH:10]=[CH:9][C:8]2[NH:7][C:6]3[CH2:11][CH2:12][N:13]([CH3:15])[CH2:14][C:5]=3[C:4]=2[CH:3]=1.[OH-].[K+].[CH:18]([C:20]1[CH:21]=[N:22][CH:23]=[N:24][CH:25]=1)=[CH2:19]. Product: [Cl:1][C:2]1[CH:10]=[CH:9][C:8]2[N:7]([CH2:19][CH2:18][C:20]3[CH:21]=[N:22][CH:23]=[N:24][CH:25]=3)[C:6]3[CH2:11][CH2:12][N:13]([CH3:15])[CH2:14][C:5]=3[C:4]=2[CH:3]=1. The catalyst class is: 264. (3) Reactant: [SH:1][CH:2]1[CH2:7][CH2:6][N:5]([C:8]([O:10][C:11]([CH3:14])([CH3:13])[CH3:12])=[O:9])[CH2:4][CH2:3]1.[H-].[Na+].[Cl:17][C:18]1[N:23]=[C:22](S(C)(=O)=O)[N:21]=[C:20]([NH:28][C:29]2[S:30][C:31]([C:34]#[N:35])=[CH:32][N:33]=2)[CH:19]=1. Product: [Cl:17][C:18]1[CH:19]=[C:20]([NH:28][C:29]2[S:30][C:31]([C:34]#[N:35])=[CH:32][N:33]=2)[N:21]=[C:22]([S:1][CH:2]2[CH2:3][CH2:4][N:5]([C:8]([O:10][C:11]([CH3:14])([CH3:13])[CH3:12])=[O:9])[CH2:6][CH2:7]2)[N:23]=1. The catalyst class is: 1.